Dataset: Catalyst prediction with 721,799 reactions and 888 catalyst types from USPTO. Task: Predict which catalyst facilitates the given reaction. (1) Reactant: [CH:1]1([CH2:6][CH:7]([C:11]2[CH:16]=[CH:15][C:14]([S:17]([CH3:20])(=[O:19])=[O:18])=[C:13]([C:21]([F:24])([F:23])[F:22])[CH:12]=2)[C:8](O)=[O:9])[CH2:5][CH2:4][CH2:3][CH2:2]1.C1(P(C2C=CC=CC=2)C2C=CC=CC=2)C=CC=CC=1.BrN1C(=O)CCC1=O.[NH2:52][C:53]1[CH:58]=[CH:57][CH:56]=[CH:55][N:54]=1. Product: [CH:1]1([CH2:6][CH:7]([C:11]2[CH:16]=[CH:15][C:14]([S:17]([CH3:20])(=[O:18])=[O:19])=[C:13]([C:21]([F:22])([F:23])[F:24])[CH:12]=2)[C:8]([NH:52][C:53]2[CH:58]=[CH:57][CH:56]=[CH:55][N:54]=2)=[O:9])[CH2:2][CH2:3][CH2:4][CH2:5]1. The catalyst class is: 202. (2) Reactant: [NH2:1][C:2]1[CH:9]=[CH:8][CH:7]=[CH:6][C:3]=1[CH2:4][OH:5].[CH3:10][C:11]([O:14][C:15](O[C:15]([O:14][C:11]([CH3:13])([CH3:12])[CH3:10])=[O:16])=[O:16])([CH3:13])[CH3:12]. Product: [C:11]([O:14][C:15](=[O:16])[NH:1][C:2]1[CH:9]=[CH:8][CH:7]=[CH:6][C:3]=1[CH2:4][OH:5])([CH3:13])([CH3:12])[CH3:10]. The catalyst class is: 2. (3) Reactant: [Cl:1][C:2]1[CH:10]=[C:9]([C:11]([NH:13][CH:14]([C:16]2[NH:20][C:19]3[CH:21]=[CH:22][C:23]([Cl:25])=[CH:24][C:18]=3[N:17]=2)[CH3:15])=[O:12])[CH:8]=[CH:7][C:3]=1[C:4]([OH:6])=O.[F:26][C:27]([F:37])([F:36])[C:28]([NH:30][CH:31]1[CH2:35][CH2:34][NH:33][CH2:32]1)=[O:29].C(N(C(C)C)CC)(C)C.ClCl. Product: [Cl:1][C:2]1[CH:10]=[C:9]([CH:8]=[CH:7][C:3]=1[C:4]([N:33]1[CH2:34][CH2:35][CH:31]([NH:30][C:28](=[O:29])[C:27]([F:37])([F:36])[F:26])[CH2:32]1)=[O:6])[C:11]([NH:13][CH:14]([C:16]1[NH:20][C:19]2[CH:21]=[CH:22][C:23]([Cl:25])=[CH:24][C:18]=2[N:17]=1)[CH3:15])=[O:12]. The catalyst class is: 16. (4) Reactant: [S:1]1[C:5]2[CH:6]=[CH:7][CH:8]=[CH:9][C:4]=2[N:3]=[C:2]1[NH:10][C:11](=[O:22])[C:12]1[CH:17]=[CH:16][C:15]([C:18]([F:21])([F:20])[F:19])=[CH:14][CH:13]=1.C(=O)([O-])[O-].[K+].[K+].Br[CH2:30][C:31]([O:33]CC)=[O:32]. Product: [F:21][C:18]([F:20])([F:19])[C:15]1[CH:16]=[CH:17][C:12]([C:11]([N:10]=[C:2]2[N:3]([CH2:30][C:31]([OH:33])=[O:32])[C:4]3[CH:9]=[CH:8][CH:7]=[CH:6][C:5]=3[S:1]2)=[O:22])=[CH:13][CH:14]=1. The catalyst class is: 9. (5) Reactant: [C:1]([O:5][C:6](=[O:32])[NH:7][C@H:8]1[CH2:12][CH2:11][N:10]([C@@H:13]([CH2:19][NH:20][C:21]([O:23][CH2:24][C:25]2[CH:30]=[CH:29][CH:28]=[CH:27][CH:26]=2)=[O:22])[C@@H:14]([OH:18])[C:15]#[C:16][CH3:17])[C:9]1=[O:31])([CH3:4])([CH3:3])[CH3:2].C(N([CH2:38][CH3:39])CC)C.[CH2:40](OC(OC(O[CH2:40][C:41]1[CH:46]=[CH:45][CH:44]=[CH:43][CH:42]=1)=O)=O)[C:41]1[CH:46]=[CH:45][CH:44]=[CH:43][CH:42]=1. Product: [C:1]([O:5][C:6](=[O:32])[NH:7][C@H:8]1[CH2:12][CH2:11][N:10]([C@@H:13]([CH2:19][N:20]([C:21]([O:23][CH2:24][C:25]2[CH:26]=[CH:27][CH:28]=[CH:29][CH:30]=2)=[O:22])[CH2:45][C:44]2[CH:43]=[CH:42][C:41]([CH3:46])=[CH:40][C:38]=2[CH3:39])[C@@H:14]([OH:18])[C:15]#[C:16][CH3:17])[C:9]1=[O:31])([CH3:2])([CH3:3])[CH3:4]. The catalyst class is: 19. (6) The catalyst class is: 9. Reactant: [NH:1]([C:10]([O:12][C:13]([CH3:16])([CH3:15])[CH3:14])=[O:11])[NH:2][C:3]([O:5][C:6]([CH3:9])([CH3:8])[CH3:7])=[O:4].[H-].[Na+].Br[CH2:20][CH2:21][CH2:22][CH2:23]Br.O. Product: [C:13]([O:12][C:10]([N:1]1[CH2:23][CH2:22][CH2:21][CH2:20][N:2]1[C:3]([O:5][C:6]([CH3:7])([CH3:8])[CH3:9])=[O:4])=[O:11])([CH3:16])([CH3:15])[CH3:14]. (7) Reactant: [OH:1][C:2]1[CH:3]=[CH:4][C:5]([O:10][CH3:11])=[C:6]([CH:9]=1)[CH:7]=[O:8].Cl.Cl[CH2:14][C:15]1[C:16]([C:21]2[N:25]([CH:26]([CH3:28])[CH3:27])[N:24]=[CH:23][CH:22]=2)=[N:17][CH:18]=[CH:19][CH:20]=1.C([O-])([O-])=O.[K+].[K+]. Product: [CH:26]([N:25]1[C:21]([C:16]2[C:15]([CH2:14][O:1][C:2]3[CH:3]=[CH:4][C:5]([O:10][CH3:11])=[C:6]([CH:9]=3)[CH:7]=[O:8])=[CH:20][CH:19]=[CH:18][N:17]=2)=[CH:22][CH:23]=[N:24]1)([CH3:28])[CH3:27]. The catalyst class is: 3. (8) Reactant: CO[CH:3]=[C:4]1[C:13]2[C:8](=[CH:9][CH:10]=[CH:11][CH:12]=2)[C:7](=[O:14])[NH:6][C:5]1=[O:15].[N:16]1([CH2:21][CH2:22][C:23]2[CH:24]=[C:25]([NH2:29])[CH:26]=[CH:27][CH:28]=2)[CH2:20][CH2:19][CH2:18][CH2:17]1. Product: [N:16]1([CH2:21][CH2:22][C:23]2[CH:24]=[C:25]([NH:29]/[CH:3]=[C:4]3\[C:5](=[O:15])[NH:6][C:7](=[O:14])[C:8]4[C:13]\3=[CH:12][CH:11]=[CH:10][CH:9]=4)[CH:26]=[CH:27][CH:28]=2)[CH2:20][CH2:19][CH2:18][CH2:17]1. The catalyst class is: 9.